From a dataset of Forward reaction prediction with 1.9M reactions from USPTO patents (1976-2016). Predict the product of the given reaction. (1) The product is: [F:31][C:2]1([F:1])[O:6][C:5]2[CH:7]=[CH:8][C:9]([C:11]3[C:19]4[C:14](=[N:15][CH:16]=[C:17]([C:20]5[CH:21]=[N:22][N:23]([CH:25]6[CH2:26][CH2:27][N:28]([CH3:32])[CH2:29][CH2:30]6)[CH:24]=5)[CH:18]=4)[NH:13][CH:12]=3)=[CH:10][C:4]=2[O:3]1. Given the reactants [F:1][C:2]1([F:31])[O:6][C:5]2[CH:7]=[CH:8][C:9]([C:11]3[C:19]4[C:14](=[N:15][CH:16]=[C:17]([C:20]5[CH:21]=[N:22][N:23]([CH:25]6[CH2:30][CH2:29][NH:28][CH2:27][CH2:26]6)[CH:24]=5)[CH:18]=4)[NH:13][CH:12]=3)=[CH:10][C:4]=2[O:3]1.[CH2:32](N(CC)CC)C.CI, predict the reaction product. (2) Given the reactants [Cl:1][C:2]1[C:7]([CH3:8])=[CH:6][C:5]([NH:9][CH:10]2[CH2:15][CH2:14][N:13]([C@H:16]3[CH2:21][CH2:20][C@H:19]([O:22][CH2:23][CH2:24][CH3:25])[CH2:18][CH2:17]3)[CH2:12][CH2:11]2)=[C:4]([N+:26]([O-])=O)[CH:3]=1.O.NN, predict the reaction product. The product is: [Cl:1][C:2]1[CH:3]=[C:4]([NH2:26])[C:5]([NH:9][CH:10]2[CH2:15][CH2:14][N:13]([C@H:16]3[CH2:21][CH2:20][C@H:19]([O:22][CH2:23][CH2:24][CH3:25])[CH2:18][CH2:17]3)[CH2:12][CH2:11]2)=[CH:6][C:7]=1[CH3:8]. (3) Given the reactants [CH3:1][N:2]([C:6]1[CH:11]=[CH:10][C:9]([N+:12]([O-])=O)=[CH:8][CH:7]=1)[C:3]([NH2:5])=[O:4], predict the reaction product. The product is: [NH2:12][C:9]1[CH:10]=[CH:11][C:6]([N:2]([CH3:1])[C:3]([NH2:5])=[O:4])=[CH:7][CH:8]=1.